This data is from Full USPTO retrosynthesis dataset with 1.9M reactions from patents (1976-2016). The task is: Predict the reactants needed to synthesize the given product. (1) Given the product [CH3:1][N:2]1[C:14]2[CH2:13][CH2:12][CH:11]([CH:15]3[CH2:16][CH2:17][O:18][CH2:19][CH2:20]3)[CH2:10][C:9]=2[C:8]2[C:3]1=[CH:4][CH:5]=[C:6]([C:21]([OH:23])=[O:22])[CH:7]=2, predict the reactants needed to synthesize it. The reactants are: [CH3:1][N:2]1[C:14]2[CH2:13][CH2:12][CH:11]([CH:15]3[CH2:20][CH2:19][O:18][CH2:17][CH2:16]3)[CH2:10][C:9]=2[C:8]2[C:3]1=[CH:4][CH:5]=[C:6]([C:21]([O:23]C)=[O:22])[CH:7]=2.[OH-].[Na+]. (2) Given the product [C:36]([C:35]1[CH:38]=[C:39]([I:42])[CH:40]=[CH:41][C:34]=1[NH:33][C:19]([C:16]1[NH:17][C:18]2[C:14]([CH:15]=1)=[CH:13][CH:12]=[CH:11][C:10]=2[S:7]([C:1]1[CH:6]=[CH:5][CH:4]=[CH:3][CH:2]=1)(=[O:9])=[O:8])=[O:20])#[N:37], predict the reactants needed to synthesize it. The reactants are: [C:1]1([S:7]([C:10]2[CH:11]=[CH:12][CH:13]=[C:14]3[C:18]=2[NH:17][C:16]([C:19](O)=[O:20])=[CH:15]3)(=[O:9])=[O:8])[CH:6]=[CH:5][CH:4]=[CH:3][CH:2]=1.C(Cl)(=O)C(Cl)=O.CN(C=O)C.[NH2:33][C:34]1[CH:41]=[CH:40][C:39]([I:42])=[CH:38][C:35]=1[C:36]#[N:37]. (3) Given the product [CH3:15][O:14][N:13]=[C:11]1[CH2:10][C@@H:9]([C:16]2[O:18][N:44]=[C:43]([CH2:42][CH2:41][N:37]3[C:38]([CH3:40])=[CH:39][C:35]([CH3:34])=[N:36]3)[N:45]=2)[N:8]([C:6]([C:31]2[CH:30]=[CH:29][C:28]([C:19]3[CH:20]=[CH:21][CH:22]=[CH:23][CH:24]=3)=[CH:33][CH:32]=2)=[O:7])[CH2:12]1, predict the reactants needed to synthesize it. The reactants are: C(O[C:6]([N:8]1[CH2:12][C:11](=[N:13][O:14][CH3:15])[CH2:10][C@H:9]1[C:16]([OH:18])=O)=[O:7])(C)(C)C.[C:19]1([C:28]2[CH:33]=[CH:32][CH:31]=[CH:30][CH:29]=2)[CH:24]=[CH:23][C:22](C(Cl)=O)=[CH:21][CH:20]=1.[CH3:34][C:35]1[CH:39]=[C:38]([CH3:40])[N:37]([CH2:41][CH2:42][C:43](=[N:45]O)[NH2:44])[N:36]=1. (4) Given the product [Cl:16][C:17]1[CH:18]=[C:19]2[C:24](=[CH:25][CH:26]=1)[CH:23]=[C:22]([S:27]([N:30]1[CH2:31][CH2:32][N:33]([C:11]([C:9]3[S:10][C:6]4[CH:5]=[CH:4][C:3]([C:1]#[N:2])=[CH:14][C:7]=4[CH:8]=3)=[O:13])[CH2:34][CH2:35]1)(=[O:28])=[O:29])[CH:21]=[CH:20]2, predict the reactants needed to synthesize it. The reactants are: [C:1]([C:3]1[CH:4]=[CH:5][C:6]2[S:10][C:9]([C:11]([OH:13])=O)=[CH:8][C:7]=2[CH:14]=1)#[N:2].Cl.[Cl:16][C:17]1[CH:18]=[C:19]2[C:24](=[CH:25][CH:26]=1)[CH:23]=[C:22]([S:27]([N:30]1[CH2:35][CH2:34][NH:33][CH2:32][CH2:31]1)(=[O:29])=[O:28])[CH:21]=[CH:20]2.